Predict the product of the given reaction. From a dataset of Forward reaction prediction with 1.9M reactions from USPTO patents (1976-2016). (1) Given the reactants Cl[C:2]1[C:7]([N+:8]([O-:10])=[O:9])=[CH:6][CH:5]=[C:4]([O:11][CH3:12])[N:3]=1.[F-:13].[K+].Cl[C:16]([F:22])([F:21])C(OC)=O.[NH4+].[OH-].[NH4+].[Cl-], predict the reaction product. The product is: [CH3:12][O:11][C:4]1[N:3]=[C:2]([C:16]([F:22])([F:13])[F:21])[C:7]([N+:8]([O-:10])=[O:9])=[CH:6][CH:5]=1. (2) Given the reactants [C:1](=O)([O-])[O-].[K+].[K+].IC.[Br:9][C:10]1[C:11]([C:19]([OH:21])=[O:20])=[N:12][N:13]([C:15]([CH3:18])([CH3:17])[CH3:16])[CH:14]=1.C(O)(=O)CC(CC(O)=O)(C(O)=O)O, predict the reaction product. The product is: [Br:9][C:10]1[C:11]([C:19]([O:21][CH3:1])=[O:20])=[N:12][N:13]([C:15]([CH3:16])([CH3:17])[CH3:18])[CH:14]=1. (3) Given the reactants [C:1]([CH2:3][C:4]1[CH:13]=[CH:12][CH:11]=[CH:10][C:5]=1[C:6](OC)=[O:7])#[N:2].[CH3:14][O-:15].[Na+].[ClH:17], predict the reaction product. The product is: [Cl:17][C:6]1[C:5]2[C:4](=[CH:13][CH:12]=[CH:11][CH:10]=2)[CH:3]=[C:1]([O:15][CH3:14])[N:2]=1.[CH3:14][O:15][C:1]1[NH:2][C:6](=[O:7])[C:5]2[C:4]([CH:3]=1)=[CH:13][CH:12]=[CH:11][CH:10]=2. (4) Given the reactants C(Cl)(=O)C(Cl)=O.CS(C)=O.[OH:11][CH2:12][C:13]1([C:16]([O:18][CH2:19][CH3:20])=[O:17])[CH2:15][CH2:14]1.C(N(CC)CC)C, predict the reaction product. The product is: [CH:12]([C:13]1([C:16]([O:18][CH2:19][CH3:20])=[O:17])[CH2:15][CH2:14]1)=[O:11].